This data is from Full USPTO retrosynthesis dataset with 1.9M reactions from patents (1976-2016). The task is: Predict the reactants needed to synthesize the given product. (1) Given the product [F:23][C:24]([F:31])([F:30])[CH2:25][CH2:26][C:4]([C:5]1[CH:6]=[N:7][C:8]([C:11]2[CH:16]=[CH:15][C:14]([C:17]([F:20])([F:19])[F:18])=[CH:13][CH:12]=2)=[CH:9][CH:10]=1)=[O:21], predict the reactants needed to synthesize it. The reactants are: CON(C)[C:4](=[O:21])[C:5]1[CH:10]=[CH:9][C:8]([C:11]2[CH:16]=[CH:15][C:14]([C:17]([F:20])([F:19])[F:18])=[CH:13][CH:12]=2)=[N:7][CH:6]=1.[F:23][C:24]([F:31])([F:30])[CH:25]([Mg]Br)[CH2:26]C. (2) Given the product [Cl:1][C:2]1[CH:7]=[CH:6][C:5]([CH:8]2[C:9]3[N:24]([CH2:23][C@@H:22]([OH:26])[C:21]([F:28])([F:27])[F:20])[N:25]=[C:14]([CH:16]4[CH2:18][CH2:17]4)[C:10]=3[C:11](=[O:13])[NH:12]2)=[CH:4][CH:3]=1, predict the reactants needed to synthesize it. The reactants are: [Cl:1][C:2]1[CH:7]=[CH:6][C:5]([CH:8]2[NH:12][C:11](=[O:13])[CH:10]([C:14]([CH:16]3[CH2:18][CH2:17]3)=O)[C:9]2=O)=[CH:4][CH:3]=1.[F:20][C:21]([F:28])([F:27])[C@@H:22]([OH:26])[CH2:23][NH:24][NH2:25]. (3) Given the product [CH3:1][CH:2]([CH2:4][CH2:5][CH2:6][C@H:7]([C@@H:9]1[C@:26]2([CH3:27])[C@H:12]([C@H:13]3[C@H:23]([CH2:24][CH2:25]2)[C@:21]2([CH3:22])[C:16](=[CH:17][C:18](=[N:30][OH:31])[CH:19]=[CH:20]2)[CH:15]=[CH:14]3)[CH2:11][CH2:10]1)[CH3:8])[CH3:3], predict the reactants needed to synthesize it. The reactants are: [CH3:1][CH:2]([CH2:4][CH2:5][CH2:6][C@H:7]([C@@H:9]1[C@:26]2([CH3:27])[C@H:12]([C@H:13]3[C@H:23]([CH2:24][CH2:25]2)[C@:21]2([CH3:22])[C:16](=[CH:17][C:18](=O)[CH:19]=[CH:20]2)[CH:15]=[CH:14]3)[CH2:11][CH2:10]1)[CH3:8])[CH3:3].Cl.[NH2:30][OH:31]. (4) Given the product [Cl:16][C:8]1[CH:9]=[C:10]([Cl:15])[C:11]([O:13][CH3:14])=[CH:12][C:7]=1[C:17](=[O:23])[C:18]([O:20][CH2:21][CH3:22])=[O:19], predict the reactants needed to synthesize it. The reactants are: C([Mg]Cl)(C)C.Br[C:7]1[C:8]([Cl:16])=[CH:9][C:10]([Cl:15])=[C:11]([O:13][CH3:14])[CH:12]=1.[C:17](OCC)(=[O:23])[C:18]([O:20][CH2:21][CH3:22])=[O:19].[Cl-].[NH4+].